Dataset: Full USPTO retrosynthesis dataset with 1.9M reactions from patents (1976-2016). Task: Predict the reactants needed to synthesize the given product. (1) Given the product [C:33]([CH2:32][C:8]([C:14]1[CH:15]=[CH:16][C:17]([F:20])=[CH:18][CH:19]=1)([C:5]1[CH:4]=[CH:3][C:2]([F:1])=[CH:7][CH:6]=1)[C:9]([O:11][CH2:12][CH3:13])=[O:10])#[N:34], predict the reactants needed to synthesize it. The reactants are: [F:1][C:2]1[CH:7]=[CH:6][C:5]([CH:8]([C:14]2[CH:19]=[CH:18][C:17]([F:20])=[CH:16][CH:15]=2)[C:9]([O:11][CH2:12][CH3:13])=[O:10])=[CH:4][CH:3]=1.C[Si]([N-][Si](C)(C)C)(C)C.[Li+].Br[CH2:32][C:33]#[N:34]. (2) Given the product [C:5]([N:8]1[CH2:9][CH2:10][N:11]([CH2:14][CH2:15][O:16][C:17]2[CH:18]=[CH:19][C:20]([CH:23]3[CH2:24][CH2:25][N:26]([C:29]4[CH2:30][CH2:31][C:32]5[N:33]([C:35]([C:38]([F:39])([F:40])[F:41])=[N:36][N:37]=5)[N:34]=4)[CH2:27][CH2:28]3)=[CH:21][CH:22]=2)[CH2:12][CH2:13]1)(=[O:7])[CH3:6], predict the reactants needed to synthesize it. The reactants are: C([O-])=O.[NH4+].[C:5]([N:8]1[CH2:13][CH2:12][N:11]([CH2:14][CH2:15][O:16][C:17]2[CH:22]=[CH:21][C:20]([CH:23]3[CH2:28][CH2:27][N:26]([C:29]4[CH:30]=[CH:31][C:32]5[N:33]([C:35]([C:38]([F:41])([F:40])[F:39])=[N:36][N:37]=5)[N:34]=4)[CH2:25][CH2:24]3)=[CH:19][CH:18]=2)[CH2:10][CH2:9]1)(=[O:7])[CH3:6].CCOCC. (3) Given the product [Cl:23][C:5]1[C:6]([NH:8][C:9]2[CH:14]=[CH:13][CH:12]=[CH:11][C:10]=2[S:15](=[O:17])(=[O:16])[NH:18][CH2:19][CH:20]([CH3:22])[CH3:21])=[N:7][C:2]([NH:24][C:25]2[CH:34]=[CH:33][C:28]([C:29]([NH:31][CH3:32])=[O:30])=[CH:27][C:26]=2[O:35][CH3:36])=[N:3][CH:4]=1, predict the reactants needed to synthesize it. The reactants are: Cl[C:2]1[N:7]=[C:6]([NH:8][C:9]2[CH:14]=[CH:13][CH:12]=[CH:11][C:10]=2[S:15]([NH:18][CH2:19][CH:20]([CH3:22])[CH3:21])(=[O:17])=[O:16])[C:5]([Cl:23])=[CH:4][N:3]=1.[NH2:24][C:25]1[CH:34]=[CH:33][C:28]([C:29]([NH:31][CH3:32])=[O:30])=[CH:27][C:26]=1[O:35][CH3:36]. (4) Given the product [F:2][C:3]1[N:11]2[C:6]([C:7](=[O:21])[N:8]([CH2:17][CH:18]([CH3:19])[CH3:20])[C:9]([C@@H:12]3[CH2:16][CH2:15][CH2:14][N:13]3[C:23]3[C:24]4[C:31]([C:32]#[N:33])=[CH:30][NH:29][C:25]=4[N:26]=[CH:27][N:28]=3)=[N:10]2)=[CH:5][CH:4]=1, predict the reactants needed to synthesize it. The reactants are: Cl.[F:2][C:3]1[N:11]2[C:6]([C:7](=[O:21])[N:8]([CH2:17][CH:18]([CH3:20])[CH3:19])[C:9]([C@@H:12]3[CH2:16][CH2:15][CH2:14][NH:13]3)=[N:10]2)=[CH:5][CH:4]=1.Cl[C:23]1[C:24]2[C:31]([C:32]#[N:33])=[CH:30][NH:29][C:25]=2[N:26]=[CH:27][N:28]=1.